This data is from Reaction yield outcomes from USPTO patents with 853,638 reactions. The task is: Predict the reaction yield, written as a fraction of the theoretical maximum amount of product (1.0 means a 100% yield; for example, 0.34 means a 34% yield). (1) The reactants are [C:1]([C:3]1[N:7]([CH:8]2[CH2:13][CH2:12][N:11]([C:14]([O:16][CH:17]([CH3:19])[CH3:18])=[O:15])[CH2:10][CH2:9]2)[N:6]=[CH:5][C:4]=1[CH2:20][OH:21])#[N:2].[F:22][C:23]1[CH:28]=[C:27]([C:29]2[N:30]=[N:31][N:32]([CH2:34][CH2:35][O:36][Si:37]([CH3:40])([CH3:39])[CH3:38])[N:33]=2)[CH:26]=[CH:25][C:24]=1O.C1(P(C2C=CC=CC=2)C2C=CC=CC=2)C=CC=CC=1.N(C(OCC)=O)=NC(OCC)=O. The catalyst is O1CCOCC1. The product is [C:1]([C:3]1[N:7]([CH:8]2[CH2:13][CH2:12][N:11]([C:14]([O:16][CH:17]([CH3:19])[CH3:18])=[O:15])[CH2:10][CH2:9]2)[N:6]=[CH:5][C:4]=1[CH2:20][O:21][C:24]1[CH:25]=[CH:26][C:27]([C:29]2[N:30]=[N:31][N:32]([CH2:34][CH2:35][O:36][Si:37]([CH3:39])([CH3:38])[CH3:40])[N:33]=2)=[CH:28][C:23]=1[F:22])#[N:2]. The yield is 0.860. (2) The catalyst is CN(C=O)C. The reactants are [H-].[Na+].[NH:3]1[C:11]2[C:6](=[CH:7][CH:8]=[CH:9][CH:10]=2)[C:5]([S:12]([NH2:15])(=[O:14])=[O:13])=[CH:4]1.[CH2:16]([S:20][C:21]1[N:26]=[C:25](Cl)[CH:24]=[CH:23][N:22]=1)[CH2:17][CH2:18][CH3:19]. The yield is 0.714. The product is [CH2:16]([S:20][C:21]1[N:22]=[C:23]([N:3]2[C:11]3[C:6](=[CH:7][CH:8]=[CH:9][CH:10]=3)[C:5]([S:12]([NH2:15])(=[O:14])=[O:13])=[CH:4]2)[CH:24]=[CH:25][N:26]=1)[CH2:17][CH2:18][CH3:19].